From a dataset of Catalyst prediction with 721,799 reactions and 888 catalyst types from USPTO. Predict which catalyst facilitates the given reaction. Reactant: [CH3:1][N:2]([C:11]1[CH:12]=[CH:13][CH:14]=[C:15]2[C:19]=1[NH:18][C:17]([C:20]1[S:21][CH:22]([CH2:25][C:26](=O)[CH:27]=[CH2:28])[CH2:23][N:24]=1)=[CH:16]2)[S:3]([C:6]1[S:7][CH:8]=[CH:9][CH:10]=1)(=[O:5])=[O:4].[OH:30][CH2:31][CH2:32][NH:33][NH2:34].O. Product: [OH:30][CH2:31][CH2:32][N:33]1[CH2:28][CH2:27][C:26]([CH2:25][CH:22]2[S:21][C:20]([C:17]3[NH:18][C:19]4[C:15]([CH:16]=3)=[CH:14][CH:13]=[CH:12][C:11]=4[N:2]([CH3:1])[S:3]([C:6]3[S:7][CH:8]=[CH:9][CH:10]=3)(=[O:4])=[O:5])=[N:24][CH2:23]2)=[N:34]1. The catalyst class is: 7.